Dataset: Catalyst prediction with 721,799 reactions and 888 catalyst types from USPTO. Task: Predict which catalyst facilitates the given reaction. (1) Reactant: [CH3:1][C:2]1[N:3]=[C:4]2[C:9]([C:10](O)([CH2:13][CH3:14])[CH2:11][CH3:12])=[CH:8][C:7]([CH3:16])=[N:6][N:5]2[C:17]=1[C:18]1[S:19][C:20]([C:24]2[CH:29]=[CH:28][CH:27]=[C:26]([CH3:30])[N:25]=2)=[CH:21][C:22]=1[CH3:23].COCCN(S(F)(F)[F:41])CCOC. Product: [CH2:11]([C:10]([C:9]1[C:4]2[N:5]([C:17]([C:18]3[S:19][C:20]([C:24]4[CH:29]=[CH:28][CH:27]=[C:26]([CH3:30])[N:25]=4)=[CH:21][C:22]=3[CH3:23])=[C:2]([CH3:1])[N:3]=2)[N:6]=[C:7]([CH3:16])[CH:8]=1)([F:41])[CH2:13][CH3:14])[CH3:12]. The catalyst class is: 2. (2) Reactant: [CH3:1][C:2]1([CH3:16])[C:6]([CH3:8])([CH3:7])[O:5][B:4]([C:9]2[CH:10]=[C:11]([CH:13]=[CH:14][CH:15]=2)[NH2:12])[O:3]1.[F:17][C:18]([F:29])([F:28])[C:19]1[CH:24]=[CH:23][C:22]([N:25]=[C:26]=[O:27])=[CH:21][CH:20]=1. Product: [CH3:8][C:6]1([CH3:7])[C:2]([CH3:16])([CH3:1])[O:3][B:4]([C:9]2[CH:10]=[C:11]([NH:12][C:26]([NH:25][C:22]3[CH:21]=[CH:20][C:19]([C:18]([F:17])([F:28])[F:29])=[CH:24][CH:23]=3)=[O:27])[CH:13]=[CH:14][CH:15]=2)[O:5]1. The catalyst class is: 1.